This data is from Full USPTO retrosynthesis dataset with 1.9M reactions from patents (1976-2016). The task is: Predict the reactants needed to synthesize the given product. Given the product [F:1][C:2]([F:25])([F:24])[C:3]1[CH:4]=[C:5]([NH:13][C:14](=[O:23])[C:15]2[CH:20]=[C:19]([C:27]3[S:26][CH:30]=[CH:29][CH:28]=3)[CH:18]=[CH:17][C:16]=2[OH:22])[CH:6]=[C:7]([C:9]([F:12])([F:11])[F:10])[CH:8]=1, predict the reactants needed to synthesize it. The reactants are: [F:1][C:2]([F:25])([F:24])[C:3]1[CH:4]=[C:5]([NH:13][C:14](=[O:23])[C:15]2[CH:20]=[C:19](I)[CH:18]=[CH:17][C:16]=2[OH:22])[CH:6]=[C:7]([C:9]([F:12])([F:11])[F:10])[CH:8]=1.[S:26]1[CH:30]=[CH:29][CH:28]=[C:27]1B(O)O.